This data is from Full USPTO retrosynthesis dataset with 1.9M reactions from patents (1976-2016). The task is: Predict the reactants needed to synthesize the given product. (1) Given the product [Cl:20][C:21]([Cl:28])([Cl:27])[CH2:22][O:23][C:24](=[O:25])[NH:17][C:7]1[N:8]([C:10]2[CH:11]=[CH:12][C:13]([CH3:16])=[CH:14][CH:15]=2)[N:9]=[C:5]([C:1]([CH3:4])([CH3:3])[CH3:2])[CH:6]=1, predict the reactants needed to synthesize it. The reactants are: [C:1]([C:5]1[CH:6]=[C:7]([NH2:17])[N:8]([C:10]2[CH:15]=[CH:14][C:13]([CH3:16])=[CH:12][CH:11]=2)[N:9]=1)([CH3:4])([CH3:3])[CH3:2].[OH-].[Na+].[Cl:20][C:21]([Cl:28])([Cl:27])[CH2:22][O:23][C:24](Cl)=[O:25]. (2) The reactants are: O=O.[C:3]([O:7][C:8]([N:10]1[CH2:14][C:13]([C:15]2[CH:20]=[CH:19][C:18]([Cl:21])=[CH:17][CH:16]=2)=[C:12]([C:22]([OH:24])=[O:23])[CH2:11]1)=[O:9])([CH3:6])([CH3:5])[CH3:4].C(N(CC)CC)C.[H][H]. Given the product [C:3]([O:7][C:8]([N:10]1[CH2:14][CH:13]([C:15]2[CH:16]=[CH:17][C:18]([Cl:21])=[CH:19][CH:20]=2)[CH:12]([C:22]([OH:24])=[O:23])[CH2:11]1)=[O:9])([CH3:6])([CH3:4])[CH3:5], predict the reactants needed to synthesize it. (3) Given the product [OH:8][CH:9]([CH2:15][CH2:16][CH2:17][CH3:18])[C:10]([NH:19][C:20]1[CH:25]=[N:24][C:23]([CH3:26])=[CH:22][N:21]=1)=[O:12], predict the reactants needed to synthesize it. The reactants are: [Si]([O:8][CH:9]([CH2:15][CH2:16][CH2:17][CH3:18])[C:10]([O:12]CC)=O)(C(C)(C)C)(C)C.[NH2:19][C:20]1[CH:25]=[N:24][C:23]([CH3:26])=[CH:22][N:21]=1. (4) Given the product [CH2:16]([N:23]([CH2:3][CH:2]([OH:1])[CH2:4][O:5][C:6]1[C:14]2[NH:13][C:12](=[O:15])[NH:11][C:10]=2[CH:9]=[CH:8][CH:7]=1)[CH:24]1[CH2:30][CH2:29][CH2:28][C:27]2[CH:31]=[C:32]([OH:35])[CH:33]=[CH:34][C:26]=2[CH2:25]1)[C:17]1[CH:18]=[CH:19][CH:20]=[CH:21][CH:22]=1, predict the reactants needed to synthesize it. The reactants are: [O:1]1[CH2:3][CH:2]1[CH2:4][O:5][C:6]1[C:14]2[NH:13][C:12](=[O:15])[NH:11][C:10]=2[CH:9]=[CH:8][CH:7]=1.[CH2:16]([NH:23][CH:24]1[CH2:30][CH2:29][CH2:28][C:27]2[CH:31]=[C:32]([OH:35])[CH:33]=[CH:34][C:26]=2[CH2:25]1)[C:17]1[CH:22]=[CH:21][CH:20]=[CH:19][CH:18]=1.